This data is from Forward reaction prediction with 1.9M reactions from USPTO patents (1976-2016). The task is: Predict the product of the given reaction. (1) Given the reactants Br[C:2]1[N:10]2[C:5]([CH:6]=[N:7][C:8]([NH:11][C:12]3[CH:17]=[CH:16][C:15]([N:18]4[CH2:23][CH2:22][N:21]([CH3:24])[CH2:20][CH2:19]4)=[CH:14][CH:13]=3)=[N:9]2)=[CH:4][CH:3]=1.[OH:25][CH2:26][C:27]1[CH:32]=[CH:31][C:30](B(O)O)=[CH:29][CH:28]=1.C1(P(C2C=CC=CC=2)C2C=CC=CC=2)C=CC=CC=1.CN(C)C=O.O1CCOCC1.C(=O)([O-])[O-].[Na+].[Na+].O, predict the reaction product. The product is: [CH3:24][N:21]1[CH2:20][CH2:19][N:18]([C:15]2[CH:14]=[CH:13][C:12]([NH:11][C:8]3[N:7]=[CH:6][C:5]4=[CH:4][CH:3]=[C:2]([C:30]5[CH:31]=[CH:32][C:27]([CH2:26][OH:25])=[CH:28][CH:29]=5)[N:10]4[N:9]=3)=[CH:17][CH:16]=2)[CH2:23][CH2:22]1. (2) Given the reactants [O:1]=[C:2]([NH:9][CH:10]1[CH2:14][CH2:13][N:12]([C:15]([N:17]2[CH2:32][CH2:31][C:20]3([CH2:24][N:23]([C:25]4[CH:30]=[CH:29][N:28]=[CH:27][CH:26]=4)[CH2:22][CH2:21]3)[CH2:19][CH2:18]2)=[O:16])[CH2:11]1)[CH2:3][C:4]([O:6]CC)=[O:5].[Li+].[OH-].Cl, predict the reaction product. The product is: [O:1]=[C:2]([NH:9][CH:10]1[CH2:14][CH2:13][N:12]([C:15]([N:17]2[CH2:32][CH2:31][C:20]3([CH2:24][N:23]([C:25]4[CH:30]=[CH:29][N:28]=[CH:27][CH:26]=4)[CH2:22][CH2:21]3)[CH2:19][CH2:18]2)=[O:16])[CH2:11]1)[CH2:3][C:4]([OH:6])=[O:5]. (3) Given the reactants [CH2:1]([N:8]1[CH:16]=[N:15][C:14]2[C:9]1=[N:10][CH:11]=[N:12][C:13]=2[Cl:17])[C:2]1[CH:7]=[CH:6][CH:5]=[CH:4][CH:3]=1.B([C:21]1[CH:32]=[CH:31][C:24]([CH2:25][C@@H:26]([C:28]([OH:30])=[O:29])[NH2:27])=[CH:23][CH:22]=1)(O)O.C([O-])([O-])=O.[K+].[K+].Cl, predict the reaction product. The product is: [ClH:17].[NH2:27][C@@H:26]([CH2:25][C:24]1[CH:31]=[CH:32][C:21]([C:13]2[N:12]=[CH:11][N:10]=[C:9]3[C:14]=2[N:15]=[CH:16][N:8]3[CH2:1][C:2]2[CH:7]=[CH:6][CH:5]=[CH:4][CH:3]=2)=[CH:22][CH:23]=1)[C:28]([OH:30])=[O:29]. (4) Given the reactants [CH2:1]([N:9]1[CH:13]=[N:12][N:11]=[N:10]1)[CH2:2][CH2:3][CH2:4][CH2:5][CH2:6][CH2:7][CH3:8].[I:14]I, predict the reaction product. The product is: [I:14][C:13]1[N:9]([CH2:1][CH2:2][CH2:3][CH2:4][CH2:5][CH2:6][CH2:7][CH3:8])[N:10]=[N:11][N:12]=1. (5) Given the reactants [NH:1]1[CH:5]=[CH:4][N:3]=[N:2]1.Br[CH2:7][CH2:8][N:9]1[C:13](=[O:14])[C:12]2=[CH:15][CH:16]=[CH:17][CH:18]=[C:11]2[C:10]1=[O:19].C(=O)([O-])[O-].[K+].[K+], predict the reaction product. The product is: [N:1]1([CH2:7][CH2:8][N:9]2[C:10](=[O:19])[C:11]3[C:12](=[CH:15][CH:16]=[CH:17][CH:18]=3)[C:13]2=[O:14])[CH:5]=[CH:4][N:3]=[N:2]1. (6) Given the reactants [Cl:1][C:2]1[CH:7]=[CH:6][CH:5]=[C:4]([F:8])[C:3]=1[CH:9]1[NH:14][C:13]2[CH:15]=[CH:16][C:17](B3OC(C)(C)C(C)(C)O3)=[CH:18][C:12]=2[O:11][CH2:10]1.[CH3:28][C:29]1[S:33][C:32]([C:34]2[CH:39]=[CH:38][CH:37]=[CH:36][N:35]=2)=[N:31][C:30]=1OS(C(F)(F)F)(=O)=O, predict the reaction product. The product is: [Cl:1][C:2]1[CH:7]=[CH:6][CH:5]=[C:4]([F:8])[C:3]=1[CH:9]1[NH:14][C:13]2[CH:15]=[CH:16][C:17]([C:30]3[N:31]=[C:32]([C:34]4[CH:39]=[CH:38][CH:37]=[CH:36][N:35]=4)[S:33][C:29]=3[CH3:28])=[CH:18][C:12]=2[O:11][CH2:10]1.